This data is from Buchwald-Hartwig C-N cross coupling reaction yields with 55,370 reactions. The task is: Predict the reaction yield, written as a fraction of the theoretical maximum amount of product (1.0 means a 100% yield; for example, 0.34 means a 34% yield). (1) The reactants are Brc1cccnc1.Cc1ccc(N)cc1.O=S(=O)(O[Pd]1c2ccccc2-c2ccccc2N~1)C(F)(F)F.COc1ccc(OC)c(P([C@]23C[C@H]4C[C@H](C[C@H](C4)C2)C3)[C@]23C[C@H]4C[C@H](C[C@H](C4)C2)C3)c1-c1c(C(C)C)cc(C(C)C)cc1C(C)C.CN1CCCN2CCCN=C12.COC(=O)c1ccno1. No catalyst specified. The product is Cc1ccc(Nc2cccnc2)cc1. The yield is 0.360. (2) The reactants are Ic1cccnc1.Cc1ccc(N)cc1.O=S(=O)(O[Pd]1c2ccccc2-c2ccccc2N~1)C(F)(F)F.CC(C)c1cc(C(C)C)c(-c2ccccc2P(C2CCCCC2)C2CCCCC2)c(C(C)C)c1.CN(C)C(=NC(C)(C)C)N(C)C.COC(=O)c1cc(-c2ccco2)on1. No catalyst specified. The product is Cc1ccc(Nc2cccnc2)cc1. The yield is 0.195. (3) The reactants are FC(F)(F)c1ccc(Br)cc1.Cc1ccc(N)cc1.O=S(=O)(O[Pd]1c2ccccc2-c2ccccc2N~1)C(F)(F)F.CC(C)c1cc(C(C)C)c(-c2ccccc2P(C(C)(C)C)C(C)(C)C)c(C(C)C)c1.CN1CCCN2CCCN=C12.c1ccc(-c2ccon2)cc1. No catalyst specified. The product is Cc1ccc(Nc2ccc(C(F)(F)F)cc2)cc1. The yield is 0.520. (4) The yield is 0.831. The reactants are Brc1ccccn1.Cc1ccc(N)cc1.O=S(=O)(O[Pd]1c2ccccc2-c2ccccc2N~1)C(F)(F)F.CC(C)c1cc(C(C)C)c(-c2ccccc2P(C(C)(C)C)C(C)(C)C)c(C(C)C)c1.CN(C)C(=NC(C)(C)C)N(C)C.CCOC(=O)c1cc(C)no1. The product is Cc1ccc(Nc2ccccn2)cc1. No catalyst specified. (5) The reactants are COc1ccc(Br)cc1.Cc1ccc(N)cc1.O=S(=O)(O[Pd]1c2ccccc2-c2ccccc2N~1)C(F)(F)F.CC(C)c1cc(C(C)C)c(-c2ccccc2P(C(C)(C)C)C(C)(C)C)c(C(C)C)c1.CCN=P(N=P(N(C)C)(N(C)C)N(C)C)(N(C)C)N(C)C.Cc1ccno1. No catalyst specified. The product is COc1ccc(Nc2ccc(C)cc2)cc1. The yield is 0.164. (6) No catalyst specified. The reactants are COc1ccc(Cl)cc1.Cc1ccc(N)cc1.O=S(=O)(O[Pd]1c2ccccc2-c2ccccc2N~1)C(F)(F)F.CC(C)c1cc(C(C)C)c(-c2ccccc2P(C(C)(C)C)C(C)(C)C)c(C(C)C)c1.CN(C)C(=NC(C)(C)C)N(C)C.c1ccc2oncc2c1. The yield is 0.00707. The product is COc1ccc(Nc2ccc(C)cc2)cc1. (7) The reactants are COc1ccc(I)cc1.Cc1ccc(N)cc1.O=S(=O)(O[Pd]1c2ccccc2-c2ccccc2N~1)C(F)(F)F.CC(C)c1cc(C(C)C)c(-c2ccccc2P(C2CCCCC2)C2CCCCC2)c(C(C)C)c1.CCN=P(N=P(N(C)C)(N(C)C)N(C)C)(N(C)C)N(C)C.Cc1ccno1. No catalyst specified. The product is COc1ccc(Nc2ccc(C)cc2)cc1. The yield is 0.0411.